Dataset: Forward reaction prediction with 1.9M reactions from USPTO patents (1976-2016). Task: Predict the product of the given reaction. (1) Given the reactants [OH:1][C:2]1[C:3]2[N:4]([C:9]([C:13]([O:15][CH2:16][CH3:17])=[O:14])=[C:10]([CH3:12])[N:11]=2)[CH:5]=[C:6]([CH3:8])[CH:7]=1.Cl.Cl[CH2:20][C:21]1[C:26]([F:27])=[CH:25][CH:24]=[CH:23][N:22]=1.C(=O)([O-])[O-].[Cs+].[Cs+], predict the reaction product. The product is: [F:27][C:26]1[C:21]([CH2:20][O:1][C:2]2[C:3]3[N:4]([C:9]([C:13]([O:15][CH2:16][CH3:17])=[O:14])=[C:10]([CH3:12])[N:11]=3)[CH:5]=[C:6]([CH3:8])[CH:7]=2)=[N:22][CH:23]=[CH:24][CH:25]=1. (2) The product is: [CH3:18][O:17][C:13]1[CH:14]=[CH:15][CH:16]=[C:3]([O:2][CH3:1])[C:4]=1[CH2:5][NH:6][C:7]([NH:8][C:9]1[S:10][CH:20]=[C:21]([CH2:22][CH3:23])[N:11]=1)=[NH:12]. Given the reactants [CH3:1][O:2][C:3]1[CH:16]=[CH:15][CH:14]=[C:13]([O:17][CH3:18])[C:4]=1[CH2:5][NH:6][C:7](=[NH:12])[NH:8][C:9]([NH2:11])=[S:10].Br[CH2:20][C:21](=O)[CH2:22][CH3:23].C(N(C(C)C)CC)(C)C, predict the reaction product. (3) Given the reactants [Br:1][C:2]1[N:6]([C:7]2[C:16]3[C:11](=[CH:12][CH:13]=[CH:14][CH:15]=3)[C:10]([C:17]#[N:18])=[CH:9][CH:8]=2)[C:5]([S:19][CH2:20][C:21]([NH:23][CH2:24][C:25]([OH:27])=O)=[O:22])=[N:4][CH:3]=1.C([O:30][C:31](=[O:34])[CH2:32][NH2:33])C.BrC1N(C2C3C(=CC=CC=3)C(C#N)=CC=2)C(SCC(O)=O)=NC=1.NCC(NCC(OCC)=O)=O, predict the reaction product. The product is: [Br:1][C:2]1[N:6]([C:7]2[C:16]3[C:11](=[CH:12][CH:13]=[CH:14][CH:15]=3)[C:10]([C:17]#[N:18])=[CH:9][CH:8]=2)[C:5]([S:19][CH2:20][C:21]([NH:23][CH2:24][C:25]([NH:33][CH2:32][C:31]([OH:34])=[O:30])=[O:27])=[O:22])=[N:4][CH:3]=1. (4) Given the reactants [N:1]1[CH:6]=[CH:5][C:4]([CH2:7][OH:8])=[CH:3][CH:2]=1.[Si:9](Cl)([C:12]([CH3:15])([CH3:14])[CH3:13])([CH3:11])[CH3:10].N1C=CN=C1, predict the reaction product. The product is: [Si:9]([O:8][CH2:7][C:4]1[CH:5]=[CH:6][N:1]=[CH:2][CH:3]=1)([C:12]([CH3:15])([CH3:14])[CH3:13])([CH3:11])[CH3:10].